The task is: Predict the reactants needed to synthesize the given product.. This data is from Full USPTO retrosynthesis dataset with 1.9M reactions from patents (1976-2016). (1) The reactants are: Cl.[NH2:2][C@@H:3]1[CH2:5][C@H:4]1[C:6]1[CH:7]=[C:8]([C:12]([NH:14][C:15]2[S:16][C:17]([CH3:20])=[N:18][N:19]=2)=[O:13])[S:9][C:10]=1[CH3:11].[CH:21]1([CH:24]=[O:25])[CH2:23][CH2:22]1.[BH4-].[Na+].[C:28](=[O:31])([O-:30])O.[Na+]. Given the product [C:12]([OH:13])(=[O:25])/[CH:8]=[CH:7]/[C:28]([OH:30])=[O:31].[CH:21]1([CH2:24][NH:2][C@@H:3]2[CH2:5][C@H:4]2[C:6]2[CH:7]=[C:8]([C:12]([NH:14][C:15]3[S:16][C:17]([CH3:20])=[N:18][N:19]=3)=[O:13])[S:9][C:10]=2[CH3:11])[CH2:23][CH2:22]1, predict the reactants needed to synthesize it. (2) Given the product [O:18]=[C:4]1[CH:3]([CH2:2][O:1][S:27]([CH3:26])(=[O:29])=[O:28])[CH2:7][CH2:6][N:5]1[C:8]1[CH:13]=[CH:12][CH:11]=[C:10]([C:14]([F:15])([F:16])[F:17])[CH:9]=1, predict the reactants needed to synthesize it. The reactants are: [OH:1][CH2:2][CH:3]1[CH2:7][CH2:6][N:5]([C:8]2[CH:13]=[CH:12][CH:11]=[C:10]([C:14]([F:17])([F:16])[F:15])[CH:9]=2)[C:4]1=[O:18].C(N(CC)CC)C.[CH3:26][S:27](Cl)(=[O:29])=[O:28].C([O-])(O)=O.[Na+]. (3) Given the product [Br:1][C:2]1[CH:11]=[CH:10][C:5]([C:6](=[NH:9])[NH:7][O:8][CH:15]=[CH:14][C:13]([O:17][CH2:18][CH3:19])=[O:16])=[C:4]([F:12])[CH:3]=1, predict the reactants needed to synthesize it. The reactants are: [Br:1][C:2]1[CH:11]=[CH:10][C:5]([C:6](=[NH:9])[NH:7][OH:8])=[C:4]([F:12])[CH:3]=1.[C:13]([O:17][CH2:18][CH3:19])(=[O:16])[C:14]#[CH:15]. (4) Given the product [OH:9][C@H:6]([CH2:7][CH3:8])[C@H:2]([N:1]([C:47]1[CH:46]=[CH:45][C:44]([C:38]2[CH:39]=[CH:40][CH:41]=[CH:42][CH:43]=2)=[CH:49][CH:48]=1)[C:15]([O:16][CH3:17])=[O:36])[C:3]([OH:5])=[O:4], predict the reactants needed to synthesize it. The reactants are: [NH2:1][C@@H:2]([C@H:6]([OH:9])[CH2:7][CH3:8])[C:3]([OH:5])=[O:4].C([O-])(O)=O.[Na+].[C:15](=O)([O-:36])[O:16][C:17]1C(C)=C(C2C=CC(C3C=CC=CC=3)=CC=2)C=CN=1.[C:38]1([C:44]2[CH:49]=[CH:48][C:47](C3C=CN(C([O-])=O)C(=O)C=3C)=[CH:46][CH:45]=2)[CH:43]=[CH:42][CH:41]=[CH:40][CH:39]=1. (5) Given the product [Cl:1][C:2]1[CH:3]=[C:4]2[C:12](=[CH:13][CH:14]=1)[NH:11][C:10]1[CH:9]([NH:22][C:21]3[CH:23]=[CH:24][C:18]([O:17][CH3:16])=[CH:19][CH:20]=3)[CH2:8][CH2:7][CH2:6][C:5]2=1, predict the reactants needed to synthesize it. The reactants are: [Cl:1][C:2]1[CH:3]=[C:4]2[C:12](=[CH:13][CH:14]=1)[NH:11][C:10]1[C:9](=O)[CH2:8][CH2:7][CH2:6][C:5]2=1.[CH3:16][O:17][C:18]1[CH:24]=[CH:23][C:21]([NH2:22])=[CH:20][CH:19]=1. (6) Given the product [Br:1][C:2]1[C:3]([Cl:15])=[N:4][CH:5]=[N:6][C:7]=1[C:8]([F:11])([F:10])[F:9], predict the reactants needed to synthesize it. The reactants are: [Br:1][C:2]1[C:3](O)=[N:4][CH:5]=[N:6][C:7]=1[C:8]([F:11])([F:10])[F:9].P(Cl)(Cl)([Cl:15])=O.O. (7) Given the product [NH2:22][C:20](=[O:21])[C@@H:19]([NH:18][C:15]([C:9]1([NH:8][C:6](=[O:7])[O:5][C:1]([CH3:2])([CH3:3])[CH3:4])[CH2:10][CH2:11][O:12][CH2:13][CH2:14]1)=[O:17])[CH2:23][C:24]1[CH:29]=[CH:28][C:27]([I:30])=[CH:26][CH:25]=1, predict the reactants needed to synthesize it. The reactants are: [C:1]([O:5][C:6]([NH:8][C:9]1([C:15]([OH:17])=O)[CH2:14][CH2:13][O:12][CH2:11][CH2:10]1)=[O:7])([CH3:4])([CH3:3])[CH3:2].[NH2:18][C@@H:19]([CH2:23][C:24]1[CH:29]=[CH:28][C:27]([I:30])=[CH:26][CH:25]=1)[C:20]([NH2:22])=[O:21].C(N(C(C)C)C(C)C)C.CN(C(ON1N=NC2C=CC=CC1=2)=[N+](C)C)C.[B-](F)(F)(F)F.